Predict the reactants needed to synthesize the given product. From a dataset of Full USPTO retrosynthesis dataset with 1.9M reactions from patents (1976-2016). (1) The reactants are: [N:1]1[C:10]2[C:5](=[CH:6][N:7]=[CH:8][CH:9]=2)[CH:4]=[CH:3][C:2]=1[C:11]([OH:13])=O.O.ON1C2C=CC=CC=2N=N1.[F:25][C:26]1[CH:33]=[CH:32][CH:31]=[CH:30][C:27]=1[CH2:28][NH2:29].CCCCCC.C(OCC)(=O)C. Given the product [F:25][C:26]1[CH:33]=[CH:32][CH:31]=[CH:30][C:27]=1[CH2:28][NH:29][C:11]([C:2]1[CH:3]=[CH:4][C:5]2[C:10](=[CH:9][CH:8]=[N:7][CH:6]=2)[N:1]=1)=[O:13], predict the reactants needed to synthesize it. (2) Given the product [ClH:1].[CH3:2][C:3]1[CH:4]=[N:5][CH:6]=[C:7]([C:9]#[C:10][C:11]2[CH:16]=[CH:15][CH:14]=[CH:13][CH:12]=2)[CH:8]=1, predict the reactants needed to synthesize it. The reactants are: [ClH:1].[CH3:2][C:3]1[CH:4]=[N:5][CH:6]=[C:7]([C:9]#[C:10][C:11]2[CH:16]=[CH:15][CH:14]=[CH:13][CH:12]=2)[CH:8]=1.